Dataset: Full USPTO retrosynthesis dataset with 1.9M reactions from patents (1976-2016). Task: Predict the reactants needed to synthesize the given product. (1) Given the product [F:35][C:2]([F:1])([F:34])[C:3]1[CH:4]=[C:5]([C@H:13]([O:15][C@H:16]2[O:24][CH2:23][C@@H:19]3[CH2:20][N:21]([C:39]4[CH2:44][O:43][CH2:42][C:41](=[O:45])[CH:40]=4)[CH2:22][C@H:18]3[C@@H:17]2[C:25]2[CH:30]=[C:29]([I:31])[C:28]([F:32])=[CH:27][C:26]=2[CH3:33])[CH3:14])[CH:6]=[C:7]([C:9]([F:10])([F:11])[F:12])[CH:8]=1, predict the reactants needed to synthesize it. The reactants are: [F:1][C:2]([F:35])([F:34])[C:3]1[CH:4]=[C:5]([C@H:13]([O:15][C@H:16]2[O:24][CH2:23][C@@H:19]3[CH2:20][NH:21][CH2:22][C@H:18]3[C@@H:17]2[C:25]2[CH:30]=[C:29]([I:31])[C:28]([F:32])=[CH:27][C:26]=2[CH3:33])[CH3:14])[CH:6]=[C:7]([C:9]([F:12])([F:11])[F:10])[CH:8]=1.C(O[C:39]1[CH2:44][O:43][CH2:42][C:41](=[O:45])[CH:40]=1)C. (2) Given the product [CH3:1][O:2][C:3]1[CH:4]=[C:5]2[C:10](=[CH:11][C:12]=1[O:13][CH3:14])[N:9]=[CH:8][N:7]=[C:6]2[O:15][C:16]1[CH:17]=[C:18]([NH:19][C:35]([NH:34][C:33]2[N:29]([C:23]3[CH:28]=[CH:27][CH:26]=[CH:25][CH:24]=3)[N:30]=[C:31]([C:44]([CH3:50])([CH3:49])[C:45]([F:48])([F:47])[F:46])[CH:32]=2)=[O:36])[CH:20]=[CH:21][CH:22]=1, predict the reactants needed to synthesize it. The reactants are: [CH3:1][O:2][C:3]1[CH:4]=[C:5]2[C:10](=[CH:11][C:12]=1[O:13][CH3:14])[N:9]=[CH:8][N:7]=[C:6]2[O:15][C:16]1[CH:17]=[C:18]([CH:20]=[CH:21][CH:22]=1)[NH2:19].[C:23]1([N:29]2[C:33]([NH:34][C:35](=O)[O:36]C3C=CC=CC=3)=[CH:32][C:31]([C:44]([CH3:50])([CH3:49])[C:45]([F:48])([F:47])[F:46])=[N:30]2)[CH:28]=[CH:27][CH:26]=[CH:25][CH:24]=1. (3) Given the product [CH3:7][C:2]([C:8]1[CH:9]=[CH:10][C:11]([NH:14][C:15]2[C:25]3[CH2:24][CH2:23][N:22]([C:26]4[C:31]([C:32]([F:34])([F:35])[F:33])=[CH:30][CH:29]=[CH:28][N:27]=4)[CH2:21][CH2:20][C:19]=3[N:18]=[C:17]([CH:36]([CH3:38])[CH3:37])[N:16]=2)=[CH:12][CH:13]=1)([CH3:1])[C:3]([OH:5])=[O:4], predict the reactants needed to synthesize it. The reactants are: [CH3:1][C:2]([C:8]1[CH:13]=[CH:12][C:11]([NH:14][C:15]2[C:25]3[CH2:24][CH2:23][N:22]([C:26]4[C:31]([C:32]([F:35])([F:34])[F:33])=[CH:30][CH:29]=[CH:28][N:27]=4)[CH2:21][CH2:20][C:19]=3[N:18]=[C:17]([CH:36]([CH3:38])[CH3:37])[N:16]=2)=[CH:10][CH:9]=1)([CH3:7])[C:3]([O:5]C)=[O:4].C1COCC1.O.[OH-].[Li+]. (4) Given the product [F:33][C:30]1[CH:29]=[CH:28][C:27]([C:25]2[N:26]=[C:22]([CH:21]=[P:7]([C:1]3[CH:2]=[CH:3][CH:4]=[CH:5][CH:6]=3)([C:8]3[CH:13]=[CH:12][CH:11]=[CH:10][CH:9]=3)[C:14]3[CH:15]=[CH:16][CH:17]=[CH:18][CH:19]=3)[S:23][CH:24]=2)=[CH:32][CH:31]=1, predict the reactants needed to synthesize it. The reactants are: [C:1]1([P:7]([C:14]2[CH:19]=[CH:18][CH:17]=[CH:16][CH:15]=2)[C:8]2[CH:13]=[CH:12][CH:11]=[CH:10][CH:9]=2)[CH:6]=[CH:5][CH:4]=[CH:3][CH:2]=1.Br[CH2:21][C:22]1[S:23][CH:24]=[C:25]([C:27]2[CH:32]=[CH:31][C:30]([F:33])=[CH:29][CH:28]=2)[N:26]=1. (5) Given the product [OH:21][C:4]1[C:5]2[CH2:11][CH:10]([CH3:12])[N:9]([C:34]([O:36][C:37]([CH3:38])([CH3:39])[CH3:40])=[O:35])[CH2:8][C:6]=2[N:7]=[C:2]([CH3:1])[N:3]=1, predict the reactants needed to synthesize it. The reactants are: [CH3:1][C:2]1[N:3]=[C:4]([OH:21])[C:5]2[CH2:11][CH:10]([CH3:12])[N:9](C(C3C=CC=CC=3)C)[CH2:8][C:6]=2[N:7]=1.C([O-])=O.[NH4+].[CH3:38][C:37]([O:36][C:34](O[C:34]([O:36][C:37]([CH3:40])([CH3:39])[CH3:38])=[O:35])=[O:35])([CH3:40])[CH3:39]. (6) Given the product [Cl:11][C:12]1[CH:13]=[C:14]([NH:15][C:2]2[C:3]3[S:10][CH:9]=[CH:8][C:4]=3[N:5]=[CH:6][N:7]=2)[CH:16]=[CH:17][CH:18]=1, predict the reactants needed to synthesize it. The reactants are: Cl[C:2]1[CH:3]2[S:10][CH:9]=[CH:8][CH:4]2[N:5]=[CH:6][N:7]=1.[Cl:11][C:12]1[CH:13]=[C:14]([CH:16]=[CH:17][CH:18]=1)[NH2:15]. (7) Given the product [Cl:1][C:2]1[CH:10]=[C:9]2[C:5]([C:6]([CH2:22][C:21]3[CH:24]=[CH:25][CH:26]=[C:19]([Cl:18])[CH:20]=3)([C:12]3[CH:13]=[N:14][N:15]([CH3:17])[CH:16]=3)[C:7](=[O:11])[NH:8]2)=[CH:4][CH:3]=1, predict the reactants needed to synthesize it. The reactants are: [Cl:1][C:2]1[CH:10]=[C:9]2[C:5]([CH:6]([C:12]3[CH:13]=[N:14][N:15]([CH3:17])[CH:16]=3)[C:7](=[O:11])[NH:8]2)=[CH:4][CH:3]=1.[Cl:18][C:19]1[CH:20]=[C:21]([CH:24]=[CH:25][CH:26]=1)[CH2:22]Br.[I-].[K+].C(=O)([O-])[O-].[K+].[K+]. (8) Given the product [CH2:23]([C:25]1[CH:30]=[CH:29][C:28]([O:31][C:17]2[CH:16]=[CH:15][C:14]([F:20])=[C:13]([CH:18]=2)[O:12][C:9]2[CH:10]=[CH:11][C:6]([CH2:5][CH2:4][C:3]([OH:2])=[O:22])=[C:7]([CH3:21])[CH:8]=2)=[C:27]([O:32][C:33]2[CH:38]=[CH:37][CH:36]=[CH:35][CH:34]=2)[CH:26]=1)[CH3:24], predict the reactants needed to synthesize it. The reactants are: C[O:2][C:3](=[O:22])[CH2:4][CH2:5][C:6]1[CH:11]=[CH:10][C:9]([O:12][C:13]2[CH:18]=[C:17](Br)[CH:16]=[CH:15][C:14]=2[F:20])=[CH:8][C:7]=1[CH3:21].[CH2:23]([C:25]1[CH:30]=[CH:29][C:28]([OH:31])=[C:27]([O:32][C:33]2[CH:38]=[CH:37][CH:36]=[CH:35][CH:34]=2)[CH:26]=1)[CH3:24]. (9) Given the product [Cl:1][C:2]1[CH:10]=[C:9]([CH:8]=[CH:7][C:3]=1[C:4]([N:28]1[CH:29]([CH3:32])[CH2:30][CH2:31][CH:27]1[CH3:26])=[O:6])[C:11]([NH:13][CH:14]([C:16]1[NH:20][C:19]2[CH:21]=[CH:22][C:23]([Cl:25])=[CH:24][C:18]=2[N:17]=1)[CH3:15])=[O:12], predict the reactants needed to synthesize it. The reactants are: [Cl:1][C:2]1[CH:10]=[C:9]([C:11]([NH:13][CH:14]([C:16]2[NH:20][C:19]3[CH:21]=[CH:22][C:23]([Cl:25])=[CH:24][C:18]=3[N:17]=2)[CH3:15])=[O:12])[CH:8]=[CH:7][C:3]=1[C:4]([OH:6])=O.[CH3:26][CH:27]1[CH2:31][CH2:30][CH:29]([CH3:32])[NH:28]1.C(N(C(C)C)CC)(C)C.ClCl.